From a dataset of Full USPTO retrosynthesis dataset with 1.9M reactions from patents (1976-2016). Predict the reactants needed to synthesize the given product. (1) Given the product [CH3:4][O:3][P:2]([CH2:1][C:16](=[O:28])[CH2:17][C:18]1[CH:23]=[CH:22][CH:21]=[C:20]([C:24]([F:26])([F:25])[F:27])[CH:19]=1)(=[O:7])[O:5][CH3:6], predict the reactants needed to synthesize it. The reactants are: [CH3:1][P:2](=[O:7])([O:5][CH3:6])[O:3][CH3:4].[Li]CCCC.CON(C)[C:16](=[O:28])[CH2:17][C:18]1[CH:23]=[CH:22][CH:21]=[C:20]([C:24]([F:27])([F:26])[F:25])[CH:19]=1.CC(O)=O. (2) Given the product [OH:28][C:25]1([C:2]2[CH:3]=[CH:4][C:5]3[O:10][CH2:9][C:8](=[O:11])[NH:7][C:6]=3[CH:12]=2)[CH2:26][CH2:27][C:22]2([O:18][CH2:19][CH2:20][O:21]2)[CH2:23][CH2:24]1, predict the reactants needed to synthesize it. The reactants are: Br[C:2]1[CH:3]=[CH:4][C:5]2[O:10][CH2:9][C:8](=[O:11])[NH:7][C:6]=2[CH:12]=1.C([Li])CCC.[O:18]1[C:22]2([CH2:27][CH2:26][C:25](=[O:28])[CH2:24][CH2:23]2)[O:21][CH2:20][CH2:19]1.[Cl-].[NH4+].